This data is from PAMPA (Parallel Artificial Membrane Permeability Assay) permeability data from NCATS. The task is: Regression/Classification. Given a drug SMILES string, predict its absorption, distribution, metabolism, or excretion properties. Task type varies by dataset: regression for continuous measurements (e.g., permeability, clearance, half-life) or binary classification for categorical outcomes (e.g., BBB penetration, CYP inhibition). Dataset: pampa_ncats. (1) The molecule is C1CN(CCC1C(=O)N)C2=NC(=CS2)C3=CC=CC=C3C#N. The result is 1 (high permeability). (2) The drug is CCCCCCN(CCCCCC)C(=O)CC1=C(NC2=CC=CC=C21)C3=CC=C(C=C3)F. The result is 1 (high permeability). (3) The molecule is CC1=CC=C(C=C1)CSCC2=CC=C(O2)C(=O)NC3CC3. The result is 1 (high permeability). (4) The drug is CC1=CC(=CC=C1)NC2=NC3=CC=CC=C3C(=N2)NCC4=CC=CO4.Cl. The result is 1 (high permeability). (5) The drug is C1=CC=C2C(=C1)C(=NC(=N2)C3=CC=NC=C3)NC4=CC(=C(C=C4)C5=CC(=NC=C5)C(F)(F)F)F. The result is 1 (high permeability). (6) The drug is CCOC(=O)C1CCN(CC1)C(=O)C2(CCCC2)NC(=O)NC3=CC=CC=C3Cl. The result is 1 (high permeability). (7) The drug is CCC(CC)C(=O)NC[C@@H]1C=C([C@@H](C[C@H]1C(C)C)CC2=NC3=C(C=CC=C3N2)C)C. The result is 1 (high permeability).